Dataset: Full USPTO retrosynthesis dataset with 1.9M reactions from patents (1976-2016). Task: Predict the reactants needed to synthesize the given product. (1) Given the product [Br:6][C:7]1[CH:8]=[C:9]2[C:14](=[CH:15][CH:16]=1)[N:13]=[CH:12][C:11]([N+:17]([O-:19])=[O:18])=[C:10]2[NH:28][CH2:29][C:30]([CH3:33])([OH:32])[CH3:31], predict the reactants needed to synthesize it. The reactants are: P(Cl)(Cl)(Cl)=O.[Br:6][C:7]1[CH:8]=[C:9]2[C:14](=[CH:15][CH:16]=1)[N:13]=[CH:12][C:11]([N+:17]([O-:19])=[O:18])=[C:10]2O.C(N(CC)CC)C.[NH2:28][CH2:29][C:30]([CH3:33])([OH:32])[CH3:31]. (2) Given the product [Cl:17][CH2:18][C:19](=[CH2:20])[CH2:21][CH:10]1[O:9][C:8](=[O:11])[CH:7]=[C:6]1[N:1]1[CH2:5][CH2:4][CH2:3][CH2:2]1, predict the reactants needed to synthesize it. The reactants are: [N:1]1([C:6]2[CH2:10][O:9][C:8](=[O:11])[CH:7]=2)[CH2:5][CH2:4][CH2:3][CH2:2]1.C([Li])(C)(C)C.[Cl:17][CH2:18][C:19]([CH2:21]Cl)=[CH2:20].CO. (3) Given the product [F:37][CH:2]([F:1])[C:3]1[N:7]([C:8]2[N:13]=[C:12]([N:14]3[CH2:15][CH2:16][O:17][CH2:18][CH2:19]3)[N:11]=[C:10]([N:20]3[CH2:21][CH2:22][N:23]([S:26]([CH2:29][CH2:30][N:38]4[CH2:43][CH2:42][S:41][CH2:40][CH2:39]4)(=[O:28])=[O:27])[CH2:24][CH2:25]3)[N:9]=2)[C:6]2[CH:31]=[CH:32][CH:33]=[C:34]([O:35][CH3:36])[C:5]=2[N:4]=1, predict the reactants needed to synthesize it. The reactants are: [F:1][CH:2]([F:37])[C:3]1[N:7]([C:8]2[N:13]=[C:12]([N:14]3[CH2:19][CH2:18][O:17][CH2:16][CH2:15]3)[N:11]=[C:10]([N:20]3[CH2:25][CH2:24][N:23]([S:26]([CH:29]=[CH2:30])(=[O:28])=[O:27])[CH2:22][CH2:21]3)[N:9]=2)[C:6]2[CH:31]=[CH:32][CH:33]=[C:34]([O:35][CH3:36])[C:5]=2[N:4]=1.[NH:38]1[CH2:43][CH2:42][S:41][CH2:40][CH2:39]1. (4) Given the product [F:19][C:20]1[CH:21]=[C:22]([CH:23]=[C:24]([F:26])[CH:25]=1)[O:1][CH2:2][CH2:3][CH2:4][O:5][C:6]1[CH:11]=[CH:10][C:9]([CH2:12][C@H:13]([O:17][CH3:18])[C:14]([OH:16])=[O:15])=[CH:8][CH:7]=1, predict the reactants needed to synthesize it. The reactants are: [OH:1][CH2:2][CH2:3][CH2:4][O:5][C:6]1[CH:11]=[CH:10][C:9]([CH2:12][C@H:13]([O:17][CH3:18])[C:14]([OH:16])=[O:15])=[CH:8][CH:7]=1.[F:19][C:20]1[CH:21]=[C:22](O)[CH:23]=[C:24]([F:26])[CH:25]=1. (5) Given the product [F:24][C:13]([F:12])([C:17]1[CH:22]=[CH:21][C:20]([F:23])=[CH:19][CH:18]=1)[C:14]1[NH:9][C:7](=[O:8])[C:6]2[S:5][C:4]([S:10][CH3:11])=[N:3][C:2]=2[N:1]=1, predict the reactants needed to synthesize it. The reactants are: [NH2:1][C:2]1[N:3]=[C:4]([S:10][CH3:11])[S:5][C:6]=1[C:7]([NH2:9])=[O:8].[F:12][C:13]([F:24])([C:17]1[CH:22]=[CH:21][C:20]([F:23])=[CH:19][CH:18]=1)[C:14](O)=O.C[Si](OP(=O)=O)(C)C. (6) The reactants are: [CH:1]1([N:7]2[CH2:15][C:14]3[C:9](=[CH:10][C:11]([N:16]4[CH2:21][CH2:20][NH:19][CH2:18][CH2:17]4)=[CH:12][CH:13]=3)[C:8]2=[O:22])[CH2:6][CH2:5][CH2:4][CH2:3][CH2:2]1.[CH2:23]([O:25][C:26](Cl)=[O:27])[CH3:24]. Given the product [CH:1]1([N:7]2[CH2:15][C:14]3[C:9](=[CH:10][C:11]([N:16]4[CH2:17][CH2:18][N:19]([C:26]([O:25][CH2:23][CH3:24])=[O:27])[CH2:20][CH2:21]4)=[CH:12][CH:13]=3)[C:8]2=[O:22])[CH2:2][CH2:3][CH2:4][CH2:5][CH2:6]1, predict the reactants needed to synthesize it. (7) The reactants are: CC(O)C.F[C:6]1[N:11]=[CH:10][C:9]([C:12](=[O:14])[CH3:13])=[CH:8][CH:7]=1.Cl.[O:16]1[CH:20]=[CH:19][N:18]=[C:17]1[CH2:21][NH2:22].C(N(CC)C(C)C)(C)C. Given the product [O:16]1[CH:20]=[CH:19][N:18]=[C:17]1[CH2:21][NH:22][C:6]1[N:11]=[CH:10][C:9]([C:12](=[O:14])[CH3:13])=[CH:8][CH:7]=1, predict the reactants needed to synthesize it.